From a dataset of Full USPTO retrosynthesis dataset with 1.9M reactions from patents (1976-2016). Predict the reactants needed to synthesize the given product. Given the product [N+:1]([C:4]1[CH:5]=[C:6]2[C:10](=[CH:11][CH:12]=1)[N:9]([CH2:13][C:14]1[CH:15]=[C:16]([CH:21]=[CH:22][CH:23]=1)[C:17]([OH:19])=[O:18])[CH:8]=[CH:7]2)([O-:3])=[O:2], predict the reactants needed to synthesize it. The reactants are: [N+:1]([C:4]1[CH:5]=[C:6]2[C:10](=[CH:11][CH:12]=1)[N:9]([CH2:13][C:14]1[CH:15]=[C:16]([CH:21]=[CH:22][CH:23]=1)[C:17]([O:19]C)=[O:18])[CH:8]=[CH:7]2)([O-:3])=[O:2].[OH-].[Na+].O1CCCC1.Cl.